Binary Classification. Given a miRNA mature sequence and a target amino acid sequence, predict their likelihood of interaction. From a dataset of Experimentally validated miRNA-target interactions with 360,000+ pairs, plus equal number of negative samples. (1) The miRNA is mmu-miR-144-3p with sequence UACAGUAUAGAUGAUGUACU. The protein sequence of the target gene is MSDTILGFNKSNVVLAAGIAGAAFLGYCIYFDHKRINAPDYKDKIRQKRRAQAGAGGMAPRRPAAAGNDAAPDVTDPSQMQRFFLQEVQLGEELMAAGNVDEGAVHIANAVMLCGESQQLLSIFQQTLSEDQFRAVVQQLPSTRERLAEMFGAKADEAENEPPMVQYLGDGPPPAQIQELIDDTDDLE. Result: 0 (no interaction). (2) The miRNA is hsa-miR-30e-5p with sequence UGUAAACAUCCUUGACUGGAAG. The protein sequence of the target gene is MKLSLVAAVLLLLLGTARAEEEDKKEDVGTVVGIDLGTTYSCVGVFKNGRVEIIANDQGNRITPSYVAFTPEGERLIGDAAKNQLTSNPENTVFDAKRLIGRTWNDPSVQQDIKFLPFKVVEKKTKPYIQVDVGGGQTKTFAPEEISAMVLTKMKETAEAYLGKKVTHAVVTVPAYFNDAQRQATKDAGTIAGLNVMRIINEPTAAAIAYGLDKREGEKNILVFDLGGGTFDVSLLTIDNGVFEVVATNGDTHLGGEDFDQRVMEHFIKLYKKKTGKDVRKDNRAVQKLRREVEKAKRAL.... Result: 0 (no interaction). (3) The miRNA is mmu-miR-466f-3p with sequence CAUACACACACACAUACACAC. The protein sequence of the target gene is MANRRGGGQGQPPSVSPSPGSSGNLSDDRTCTHNICMVSDFFYPNMGGVESHIYQLSQCLIERGHKVITVTHAYGNRKGVRYLTNGLKVYYLPLRVMYNQSTATTLFHSLPLLRYIFVRERITIIHSHSSFSAMAHDALFHAKTMGLQTVFTDHSLFGFADVSSVLTNKLLTVSLCDTNHIICVSYTSKENTVLRAALNPEIVSVIPNAVDPTDFTPDPFRRHDSVITVVVVSRLVYRKGTDLLSGIIPELCQKYQELHFLIGGEGPKRIILEEVRERYQLHDRVQLLGALEHKDVRNVL.... Result: 1 (interaction). (4) Result: 0 (no interaction). The miRNA is hsa-miR-6727-3p with sequence UCCUGCCACCUCCUCCGCAG. The protein sequence of the target gene is MDMLDPGLDPAASATAAAAASHDKGPEAEEGVELQEGGDGPGAEEQTAVAITSVQQAAFGDHNIQYQFRTETNGGQVTYRVVQVTDGQLDGQGDTAGAVSVVSTAAFAGGQQAVTQVGVDGAAQRPGPAAASVPPGPAAPFPLAVIQNPFSNGGSPAAEAVSGEARFAYFPASSVGDTTAVSVQTTDQSLQAGGQFYVMMTPQDVLQTGTQRTIAPRTHPYSPKIDGTRTPRDERRRAQHNEVERRRRDKINNWIVQLSKIIPDCNADNSKTGASKGGILSKACDYIRELRQTNQRMQET.... (5) The miRNA is hsa-miR-6505-3p with sequence UGACUUCUACCUCUUCCAAAG. The protein sequence of the target gene is MKSEAKDGEEESLQTAFKKLRVDASGSVASLSVGEGTGVRAPVRTATDDTKPKTTCASKDSWHGSTRKSSRGAVRTQRRRRSKSPVLHPPKFIHCSTIASSSSSQLKHKSQTDSPDGSSGLGISSPKEFSAGESSTSLDANHTGAVVEPLRTSVPRLPSESKKEDSSDATQVPQASLKASDLSDFQSVSKLNQGKPCTCIGKECQCKRWHDMEVYSFSGLQSVPPLAPERRSTLEDYSQSLHARTLSGSPRSCSEQARVFVDDVTIEDLSGYMEYYLYIPKKMSHMAEMMYT. Result: 0 (no interaction).